Predict the reactants needed to synthesize the given product. From a dataset of Full USPTO retrosynthesis dataset with 1.9M reactions from patents (1976-2016). (1) Given the product [ClH:28].[NH2:20][CH2:21][CH2:22][CH2:23][CH2:24][CH2:25][N:26]1[C:7]2[C:6]3[CH:1]=[CH:2][CH:3]=[CH:4][C:5]=3[C:10](=[O:11])[C:18]=2[C:17]2[C:12](=[CH:13][CH:14]=[CH:15][CH:16]=2)[C:8]1=[O:9], predict the reactants needed to synthesize it. The reactants are: [CH:1]1[C:6]2[C:7]3[C:18](=O)[C:17]4[CH:16]=[CH:15][CH:14]=[CH:13][C:12]=4[C:8]=3[O:9][C:10](=[O:11])[C:5]=2[CH:4]=[CH:3][CH:2]=1.[NH2:20][CH2:21][CH2:22][CH2:23][CH2:24][CH2:25][NH2:26].C(Cl)(Cl)[Cl:28]. (2) Given the product [F:13][CH:11]1[CH2:12][NH:8][C@@H:9]([CH2:14][C:15]2[C:23]3[C:18](=[CH:19][CH:20]=[CH:21][CH:22]=3)[NH:17][C:16]=2[CH3:24])[CH2:10]1, predict the reactants needed to synthesize it. The reactants are: C(OC([N:8]1[CH2:12][CH:11]([F:13])[CH2:10][C@@H:9]1[CH2:14][C:15]1[C:23]2[C:18](=[CH:19][CH:20]=[CH:21][CH:22]=2)[NH:17][C:16]=1[CH3:24])=O)(C)(C)C.FC(F)(F)C(O)=O. (3) Given the product [CH3:19][C:14]1([CH3:20])[C:15]([CH3:18])([CH3:17])[O:16][B:12]([C:2]2[CH:3]=[C:4]3[C:8](=[CH:9][CH:10]=2)[C:7](=[O:11])[O:6][CH2:5]3)[O:13]1, predict the reactants needed to synthesize it. The reactants are: Br[C:2]1[CH:3]=[C:4]2[C:8](=[CH:9][CH:10]=1)[C:7](=[O:11])[O:6][CH2:5]2.[B:12]1([B:12]2[O:16][C:15]([CH3:18])([CH3:17])[C:14]([CH3:20])([CH3:19])[O:13]2)[O:16][C:15]([CH3:18])([CH3:17])[C:14]([CH3:20])([CH3:19])[O:13]1.C([O-])(=O)C.[K+].C(Cl)Cl. (4) Given the product [F:1][C:2]1[CH:3]=[C:4]2[C:8](=[CH:9][CH:10]=1)[N:7]([CH:11]1[CH2:16][CH2:15][N:14]([C:17]3([CH3:22])[CH2:21][CH2:20][N:19]([C:24]([O:25][CH2:26][CH3:27])=[O:28])[CH2:18]3)[CH2:13][CH2:12]1)[C:6](=[O:23])[CH2:5]2, predict the reactants needed to synthesize it. The reactants are: [F:1][C:2]1[CH:3]=[C:4]2[C:8](=[CH:9][CH:10]=1)[N:7]([CH:11]1[CH2:16][CH2:15][N:14]([C:17]3([CH3:22])[CH2:21][CH2:20][NH:19][CH2:18]3)[CH2:13][CH2:12]1)[C:6](=[O:23])[CH2:5]2.[C:24](Cl)(=[O:28])[O:25][CH2:26][CH3:27]. (5) The reactants are: [F:1][C:2]1[CH:35]=[CH:34][CH:33]=[CH:32][C:3]=1[O:4][C:5]1[C:19]([O:20][C:21]2[CH:22]=[N:23][C:24]([S:27]([CH2:30][CH3:31])(=[O:29])=[O:28])=[CH:25][CH:26]=2)=[CH:18][C:8]2[NH:9][C:10]([C:12]3[CH:17]=C[CH:15]=[CH:14][N:13]=3)=[N:11][C:7]=2[CH:6]=1.COC(C1C=NC=CN=1)=[NH:39]. Given the product [F:1][C:2]1[CH:35]=[CH:34][CH:33]=[CH:32][C:3]=1[O:4][C:5]1[C:19]([O:20][C:21]2[CH:22]=[N:23][C:24]([S:27]([CH2:30][CH3:31])(=[O:28])=[O:29])=[CH:25][CH:26]=2)=[CH:18][C:8]2[NH:9][C:10]([C:12]3[CH:17]=[N:39][CH:15]=[CH:14][N:13]=3)=[N:11][C:7]=2[CH:6]=1, predict the reactants needed to synthesize it. (6) Given the product [F:28][C:29]1[CH:34]=[CH:33][C:32]([C:2]2[CH:3]=[C:4]3[C:8](=[CH:9][CH:10]=2)[C:7](=[O:11])[N:6]([CH2:12][CH2:13][C:14]2[CH:15]=[CH:16][C:17]([CH:20]([N:22]4[CH2:23][CH2:24][CH2:25][CH2:26]4)[CH3:21])=[CH:18][CH:19]=2)[C:5]3=[O:27])=[CH:31][CH:30]=1, predict the reactants needed to synthesize it. The reactants are: Br[C:2]1[CH:3]=[C:4]2[C:8](=[CH:9][CH:10]=1)[C:7](=[O:11])[N:6]([CH2:12][CH2:13][C:14]1[CH:19]=[CH:18][C:17]([CH:20]([N:22]3[CH2:26][CH2:25][CH2:24][CH2:23]3)[CH3:21])=[CH:16][CH:15]=1)[C:5]2=[O:27].[F:28][C:29]1[CH:34]=[CH:33][C:32](OB(O)O)=[CH:31][CH:30]=1. (7) Given the product [CH3:13][C:14]1[C:30]([C:2]2[S:6][C:5]([C:7]3[N:11]([CH3:12])[N:10]=[CH:9][N:8]=3)=[N:4][CH:3]=2)=[C:17]2[N:18]=[C:19]([CH3:29])[CH:20]=[C:21]([CH:22]([CH2:26][CH2:27][CH3:28])[CH2:23][CH2:24][CH3:25])[N:16]2[N:15]=1, predict the reactants needed to synthesize it. The reactants are: Br[C:2]1[S:6][C:5]([C:7]2[N:11]([CH3:12])[N:10]=[CH:9][N:8]=2)=[N:4][CH:3]=1.[CH3:13][C:14]1[CH:30]=[C:17]2[N:18]=[C:19]([CH3:29])[CH:20]=[C:21]([CH:22]([CH2:26][CH2:27][CH3:28])[CH2:23][CH2:24][CH3:25])[N:16]2[N:15]=1.C([O-])(=O)C.[K+].O.